From a dataset of Reaction yield outcomes from USPTO patents with 853,638 reactions. Predict the reaction yield, written as a fraction of the theoretical maximum amount of product (1.0 means a 100% yield; for example, 0.34 means a 34% yield). (1) The reactants are [CH:1]1([C@H:7]([NH:15][C:16]([C:18]2[CH:23]=[CH:22][C:21]([S:24]([CH3:27])(=[O:26])=[O:25])=[CH:20][C:19]=2[N+:28]([O-])=O)=[O:17])[C:8]([O:10][C:11]([CH3:14])([CH3:13])[CH3:12])=[O:9])[CH2:6][CH2:5][CH2:4][CH2:3][CH2:2]1. The catalyst is [Pd].C(O)C. The product is [NH2:28][C:19]1[CH:20]=[C:21]([S:24]([CH3:27])(=[O:26])=[O:25])[CH:22]=[CH:23][C:18]=1[C:16]([NH:15][C@@H:7]([CH:1]1[CH2:2][CH2:3][CH2:4][CH2:5][CH2:6]1)[C:8]([O:10][C:11]([CH3:13])([CH3:14])[CH3:12])=[O:9])=[O:17]. The yield is 0.930. (2) The reactants are C(N(CC)C(C)C)(C)C.[CH:10]1([CH2:13][N:14]2[C:26]3[CH2:25][CH2:24][CH:23]([CH:27]4[CH2:32][CH2:31][O:30][CH2:29][CH2:28]4)[CH2:22][C:21]=3[C:20]3[C:15]2=[CH:16][CH:17]=[C:18]([C:33]([OH:35])=O)[CH:19]=3)[CH2:12][CH2:11]1.Cl.[CH:37]1([NH:40][C:41](=[O:46])[CH2:42][NH:43][CH2:44][CH3:45])[CH2:39][CH2:38]1.CN(C(ON1N=NC2C=CC=NC1=2)=[N+](C)C)C.F[P-](F)(F)(F)(F)F. The catalyst is CN(C=O)C.O. The product is [CH:37]1([NH:40][C:41](=[O:46])[CH2:42][N:43]([CH2:44][CH3:45])[C:33]([C:18]2[CH:19]=[C:20]3[C:15](=[CH:16][CH:17]=2)[N:14]([CH2:13][CH:10]2[CH2:12][CH2:11]2)[C:26]2[CH2:25][CH2:24][CH:23]([CH:27]4[CH2:32][CH2:31][O:30][CH2:29][CH2:28]4)[CH2:22][C:21]3=2)=[O:35])[CH2:39][CH2:38]1. The yield is 0.830. (3) The reactants are Br[C:2]1[CH:7]=[CH:6][C:5]([C@@H:8]([NH:10][C:11](=[O:17])[O:12][C:13]([CH3:16])([CH3:15])[CH3:14])[CH3:9])=[CH:4][CH:3]=1.[B:18]1([B:18]2[O:22][C:21]([CH3:24])([CH3:23])[C:20]([CH3:26])([CH3:25])[O:19]2)[O:22][C:21]([CH3:24])([CH3:23])[C:20]([CH3:26])([CH3:25])[O:19]1. No catalyst specified. The product is [CH3:25][C:20]1([CH3:26])[C:21]([CH3:24])([CH3:23])[O:22][B:18]([C:2]2[CH:7]=[CH:6][C:5]([C@@H:8]([NH:10][C:11](=[O:17])[O:12][C:13]([CH3:16])([CH3:15])[CH3:14])[CH3:9])=[CH:4][CH:3]=2)[O:19]1. The yield is 0.440.